From a dataset of Full USPTO retrosynthesis dataset with 1.9M reactions from patents (1976-2016). Predict the reactants needed to synthesize the given product. (1) Given the product [NH:14]1[CH2:15][CH2:16][CH:11]([O:10][CH2:9][CH2:8][N:2]2[CH2:7][CH2:6][CH2:5][CH2:4][CH2:3]2)[CH2:12][CH2:13]1, predict the reactants needed to synthesize it. The reactants are: Cl.[N:2]1([CH2:8][CH2:9][O:10][CH:11]2[CH2:16][CH2:15][N:14](C(OC(C)(C)C)=O)[CH2:13][CH2:12]2)[CH2:7][CH2:6][CH2:5][CH2:4][CH2:3]1. (2) Given the product [C:45]([C:49]1[O:53][N:52]=[C:51]([C:17]([NH:16][CH2:15][C:12]2[CH:13]=[CH:14][C:9]([C:6]3[CH:5]=[CH:4][N:3]=[C:2]4[NH:1][C:43]([C:41]5[CH:40]=[N:39][N:38]([CH2:37][CH2:36][N:27]6[C:28](=[O:35])[C:29]7[C:34](=[CH:33][CH:32]=[CH:31][CH:30]=7)[C:26]6=[O:25])[CH:42]=5)=[N:8][C:7]=34)=[CH:10][C:11]=2[F:24])=[O:23])[N:50]=1)([CH3:48])([CH3:47])[CH3:46], predict the reactants needed to synthesize it. The reactants are: [NH2:1][C:2]1[C:7]([NH2:8])=[C:6]([C:9]2[CH:14]=[CH:13][C:12]([CH2:15][NH:16][C:17](=[O:23])OC(C)(C)C)=[C:11]([F:24])[CH:10]=2)[CH:5]=[CH:4][N:3]=1.[O:25]=[C:26]1[C:34]2[C:29](=[CH:30][CH:31]=[CH:32][CH:33]=2)[C:28](=[O:35])[N:27]1[CH2:36][CH2:37][N:38]1[CH:42]=[C:41]([CH:43]=O)[CH:40]=[N:39]1.[C:45]([C:49]1[O:53][N:52]=[C:51](C(OCC)=O)[N:50]=1)([CH3:48])([CH3:47])[CH3:46]. (3) Given the product [N:37]([CH2:40][CH2:41][CH2:42][S:43]([O:1][C@@H:2]1[CH2:3][C@H:4]([N:28]2[CH:33]=[C:32]([CH3:34])[C:31](=[O:35])[NH:30][C:29]2=[O:36])[O:5][C@@H:6]1[CH2:7][O:8][C:9]([C:16]1[CH:21]=[CH:20][CH:19]=[CH:18][CH:17]=1)([C:22]1[CH:23]=[CH:24][CH:25]=[CH:26][CH:27]=1)[C:10]1[CH:15]=[CH:14][CH:13]=[CH:12][CH:11]=1)(=[O:45])=[O:44])=[N+:38]=[N-:39], predict the reactants needed to synthesize it. The reactants are: [OH:1][C@H:2]1[C@@H:6]([CH2:7][O:8][C:9]([C:22]2[CH:27]=[CH:26][CH:25]=[CH:24][CH:23]=2)([C:16]2[CH:21]=[CH:20][CH:19]=[CH:18][CH:17]=2)[C:10]2[CH:15]=[CH:14][CH:13]=[CH:12][CH:11]=2)[O:5][C@@H:4]([N:28]2[CH:33]=[C:32]([CH3:34])[C:31](=[O:35])[NH:30][C:29]2=[O:36])[CH2:3]1.[N:37]([CH2:40][CH2:41][CH2:42][S:43](Cl)(=[O:45])=[O:44])=[N+:38]=[N-:39]. (4) Given the product [O:1]1[C:2]2[C:3](=[CH:15][CH:16]=[CH:17][CH:18]=2)[C:4](=[O:14])[C:5]([OH:23])=[C:6]1[C:7]1[CH:12]=[CH:11][CH:10]=[CH:9][CH:8]=1, predict the reactants needed to synthesize it. The reactants are: [OH:1][C:2]1[CH:18]=[C:17](O)[CH:16]=[C:15](O)[C:3]=1[C:4](=[O:14])[CH:5]=[CH:6][C:7]1[CH:12]=[CH:11][C:10](O)=[CH:9][CH:8]=1.Cl.C[OH:23]. (5) Given the product [O:12]=[C:13]([N:27]1[CH2:32][CH2:31][N:30]2[C:33]([C:36]([F:39])([F:38])[F:37])=[N:34][N:35]=[C:29]2[CH2:28]1)[CH2:14][CH:15]([NH2:26])[CH2:16][C:17]1[CH:22]=[C:21]([F:23])[C:20]([F:24])=[CH:19][C:18]=1[F:25], predict the reactants needed to synthesize it. The reactants are: [BH4-].[Na+].B(F)(F)F.CCOCC.[O:12]=[C:13]([N:27]1[CH2:32][CH2:31][N:30]2[C:33]([C:36]([F:39])([F:38])[F:37])=[N:34][N:35]=[C:29]2[CH2:28]1)[CH:14]=[C:15]([NH2:26])[CH2:16][C:17]1[CH:22]=[C:21]([F:23])[C:20]([F:24])=[CH:19][C:18]=1[F:25].N. (6) The reactants are: CC1C=CC(S(O[CH2:12][CH:13]2[CH2:17][C:16]3[CH:18]=[C:19]([F:30])[CH:20]=[C:21]([C:22]4[C:27]([Cl:28])=[CH:26][CH:25]=[CH:24][C:23]=4[Cl:29])[C:15]=3[O:14]2)(=O)=O)=CC=1.[CH3:31][NH:32][CH3:33]. Given the product [Cl:29][C:23]1[CH:24]=[CH:25][CH:26]=[C:27]([Cl:28])[C:22]=1[C:21]1[C:15]2[O:14][CH:13]([CH2:12][N:32]([CH3:33])[CH3:31])[CH2:17][C:16]=2[CH:18]=[C:19]([F:30])[CH:20]=1, predict the reactants needed to synthesize it. (7) The reactants are: Cl.Cl.[CH3:3][NH:4][CH2:5][CH2:6][CH2:7][CH2:8][CH2:9][CH2:10][CH2:11][CH2:12][CH2:13][N:14]1[CH2:19][CH2:18][CH:17]([O:20][C:21](=[O:35])[NH:22][C:23]2[CH:28]=[CH:27][CH:26]=[CH:25][C:24]=2[C:29]2[CH:34]=[CH:33][CH:32]=[CH:31][CH:30]=2)[CH2:16][CH2:15]1.[F:36][C:37]1[CH:38]=[C:39]([CH2:44][C:45]([OH:47])=O)[CH:40]=[CH:41][C:42]=1[OH:43]. Given the product [F:36][C:37]1[CH:38]=[C:39]([CH2:44][C:45]([N:4]([CH3:3])[CH2:5][CH2:6][CH2:7][CH2:8][CH2:9][CH2:10][CH2:11][CH2:12][CH2:13][N:14]2[CH2:15][CH2:16][CH:17]([O:20][C:21](=[O:35])[NH:22][C:23]3[CH:28]=[CH:27][CH:26]=[CH:25][C:24]=3[C:29]3[CH:30]=[CH:31][CH:32]=[CH:33][CH:34]=3)[CH2:18][CH2:19]2)=[O:47])[CH:40]=[CH:41][C:42]=1[OH:43], predict the reactants needed to synthesize it.